This data is from Experimentally validated miRNA-target interactions with 360,000+ pairs, plus equal number of negative samples. The task is: Binary Classification. Given a miRNA mature sequence and a target amino acid sequence, predict their likelihood of interaction. (1) The miRNA is hsa-miR-640 with sequence AUGAUCCAGGAACCUGCCUCU. The protein sequence of the target gene is MSSRRKRAPPVRVDEEKRQQLHWNMHEDRRNEPIIISDDDEQPCPGSDTSSAHYIILSDSLKEEVAHRDKKRCSKVVSFSKPIEKEETVGIFSPLSVKLNIVISPYHFDNSWKAFLGELTLQLLPAQSLIENFSERSITLMSSESSNQFLIYVHSKGEDVEKQKKEPMSICDKGILVESSFSGEMLEDLGWLQKKRRIKLYQKPEGNHIIKVGIYLLEAGLAKLDFLSDANSRMKKFNQLMKKVMEKLHNSIIPDVLEEDEDDPESEPEGQDIDELYHFVKQTHQQETQSIQVDVQHPAL.... Result: 0 (no interaction). (2) The miRNA is mmu-miR-676-3p with sequence CCGUCCUGAGGUUGUUGAGCU. The protein sequence of the target gene is MSWIKEGELSLWERFCANIIKAGPMPKHIAFIMDGNRRYAKKCQVERQEGHSQGFNKLAETLRWCLNLGILEVTVYAFSIENFKRSKSEVDGLMDLARQKFSRLMEEKEKLQKHGVCIRVLGDLHLLPLDLQELIAQAVQATKNYNKCFLNVCFAYTSRHEISNAVREMAWGVEQGLLDPSDISESLLDKCLYTNRSPHPDILIRTSGEVRLSDFLLWQTSHSCLVFQPVLWPEYTFWNLFEAILQFQMNHSVLQKARDMYAEERKRQQLERDQATVTEQLLREGLQASGDAQLRRTRLH.... Result: 0 (no interaction). (3) The miRNA is rno-miR-150-5p with sequence UCUCCCAACCCUUGUACCAGUG. The protein sequence of the target gene is MHHGTGPQNVQHQLQRSRACPGSEGEEQPAHPNPPPSPAAPFAPSASPSAPQSPSYQIQQLMNRSPATGQNVNITLQSVGPVVGGNQQITLAPLPLPSPTSPGFQFSAQPRRFEHGSPSYIQVTSPLSQQVQTQSPTQPSPGPGQALQNVRAGAPGPGLGLCSSSPTGGFVDASVLVRQISLSPSSGGHFVFQDGSGLTQIAQGAQVQLQHPGTPITVRERRPSQPHTQSGGTIHHLGPQSPAAAGGAGLQPLASPSHITTANLPPQISSIIQGQLVQQQQVLQGPPLPRPLGFERTPGV.... Result: 0 (no interaction). (4) The miRNA is hsa-miR-335-5p with sequence UCAAGAGCAAUAACGAAAAAUGU. The protein sequence of the target gene is MGGLRPWSRYGLLVVAHLLALGLGAVVFQALEGPPACRLQAELRAELAAFQAEHRACLPPGALEELLGTALATQAHGVSTLGNSSEGRTWDLPSALLFAASILTTTGYGHMAPLSPGGKAFCMVYAALGLPASLALVATLRHCLLPVLSRPRAWVAVHWQLSPARAALLQAVALGLLVASSFVLLPALVLWGLQGDCSLLGAVYFCFSSLSTIGLEDLLPGRGRSLHPVIYHLGQLALLGYLLLGLLAMLLAVETFSELPQVRAMGKFFRPSGPVTAEDQGGILGQDELALSTLPPAAPA.... Result: 1 (interaction).